Task: Predict the product of the given reaction.. Dataset: Forward reaction prediction with 1.9M reactions from USPTO patents (1976-2016) The product is: [F:26][C:20]1[CH:21]=[C:22]([F:25])[CH:23]=[CH:24][C:19]=1[C:16]1[CH:15]=[CH:14][C:13]([C@@H:11]([N:7]2[CH2:6][CH2:5][C:4]([CH2:1][CH2:2][OH:30])([CH:27]([CH3:29])[CH3:28])[O:9][C:8]2=[O:10])[CH3:12])=[CH:18][CH:17]=1. Given the reactants [CH2:1]([C:4]1([CH:27]([CH3:29])[CH3:28])[O:9][C:8](=[O:10])[N:7]([C@H:11]([C:13]2[CH:18]=[CH:17][C:16]([C:19]3[CH:24]=[CH:23][C:22]([F:25])=[CH:21][C:20]=3[F:26])=[CH:15][CH:14]=2)[CH3:12])[CH2:6][CH2:5]1)[CH:2]=C.[O:30]=[O+][O-].[BH4-].[Na+], predict the reaction product.